This data is from Reaction yield outcomes from USPTO patents with 853,638 reactions. The task is: Predict the reaction yield, written as a fraction of the theoretical maximum amount of product (1.0 means a 100% yield; for example, 0.34 means a 34% yield). (1) The reactants are Br[C:2]1[CH:3]=[C:4]2[C:9](=[CH:10][CH:11]=1)[N:8]=[CH:7][CH:6]=[CH:5]2.[I-:12].[Na+].[I-].O. The catalyst is C(O)CCC.[Cu]. The product is [I:12][C:2]1[CH:3]=[C:4]2[C:9](=[CH:10][CH:11]=1)[N:8]=[CH:7][CH:6]=[CH:5]2. The yield is 0.800. (2) The reactants are [O:1]1[CH2:5][CH2:4][CH2:3][CH:2]1[CH2:6][O:7][C:8]1[CH:13]=[CH:12][CH:11]=[CH:10][C:9]=1[C:14]1[N:19]=[CH:18][NH:17][C:16](=O)[CH:15]=1.CN(C=O)C.C(Cl)(=O)C([Cl:29])=O. The catalyst is ClCCl.O1CCOCC1. The product is [Cl:29][C:16]1[CH:15]=[C:14]([C:9]2[CH:10]=[CH:11][CH:12]=[CH:13][C:8]=2[O:7][CH2:6][CH:2]2[CH2:3][CH2:4][CH2:5][O:1]2)[N:19]=[CH:18][N:17]=1. The yield is 0.990.